Dataset: Forward reaction prediction with 1.9M reactions from USPTO patents (1976-2016). Task: Predict the product of the given reaction. (1) Given the reactants [Br:1][C:2]1[CH:10]=[C:9]([I:11])[C:5]([C:6]([OH:8])=[O:7])=[CH:4][N:3]=1.[C:12](=O)([O-])[O-].[K+].[K+].CI, predict the reaction product. The product is: [Br:1][C:2]1[CH:10]=[C:9]([I:11])[C:5]([C:6]([O:8][CH3:12])=[O:7])=[CH:4][N:3]=1. (2) Given the reactants [Cl:1][C:2]1[CH:7]=[CH:6][CH:5]=[C:4](I)[CH:3]=1.[NH:9]1[C:17]2[C:12](=[CH:13][C:14]([CH2:18][N:19]3[CH2:24][CH2:23][CH:22]([C:25]4[CH:26]=[C:27]([NH:31][C:32](=[O:36])[CH:33]([CH3:35])[CH3:34])[CH:28]=[CH:29][CH:30]=4)[CH2:21][CH2:20]3)=[CH:15][CH:16]=2)[CH:11]=[CH:10]1, predict the reaction product. The product is: [Cl:1][C:2]1[CH:3]=[C:4]([N:9]2[C:17]3[C:12](=[CH:13][C:14]([CH2:18][N:19]4[CH2:24][CH2:23][CH:22]([C:25]5[CH:26]=[C:27]([NH:31][C:32](=[O:36])[CH:33]([CH3:34])[CH3:35])[CH:28]=[CH:29][CH:30]=5)[CH2:21][CH2:20]4)=[CH:15][CH:16]=3)[CH:11]=[CH:10]2)[CH:5]=[CH:6][CH:7]=1. (3) Given the reactants [N+:1]([C:4]1[CH:9]=[CH:8][C:7]([OH:10])=[CH:6][CH:5]=1)([O-:3])=[O:2].CCOC(/N=N/C(OCC)=O)=O.[F:23][C:24]1[CH:39]=[CH:38][C:27]([CH2:28][O:29][CH2:30][C:31]([NH:33][CH2:34][CH2:35][CH2:36]O)=[O:32])=[CH:26][CH:25]=1, predict the reaction product. The product is: [F:23][C:24]1[CH:25]=[CH:26][C:27]([CH2:28][O:29][CH2:30][C:31]([NH:33][CH2:34][CH2:35][CH2:36][O:10][C:7]2[CH:8]=[CH:9][C:4]([N+:1]([O-:3])=[O:2])=[CH:5][CH:6]=2)=[O:32])=[CH:38][CH:39]=1. (4) Given the reactants [OH:1][C:2]1[CH:9]=[CH:8][C:5]([CH:6]=O)=[CH:4][CH:3]=1.Br.Br.Br.[CH2:13]([C:15]1[C:16]([C:23]2[CH:31]=[C:30]3[C:26]([C:27]([C:32]4[NH:33][C:34]5[CH2:39][CH2:38][NH:37][CH2:36][C:35]=5[N:40]=4)=[N:28][NH:29]3)=[CH:25][CH:24]=2)=[CH:17][C:18]([F:22])=[C:19]([OH:21])[CH:20]=1)[CH3:14], predict the reaction product. The product is: [CH2:13]([C:15]1[C:16]([C:23]2[CH:31]=[C:30]3[C:26]([C:27]([C:32]4[NH:33][C:34]5[CH2:39][CH2:38][N:37]([CH2:6][C:5]6[CH:8]=[CH:9][C:2]([OH:1])=[CH:3][CH:4]=6)[CH2:36][C:35]=5[N:40]=4)=[N:28][NH:29]3)=[CH:25][CH:24]=2)=[CH:17][C:18]([F:22])=[C:19]([OH:21])[CH:20]=1)[CH3:14]. (5) Given the reactants [C:1]([O:5][C:6]([N:8]1[CH2:11][C:10](=O)[CH2:9]1)=[O:7])([CH3:4])([CH3:3])[CH3:2].[CH3:13][C:14]1([OH:18])[CH2:17][NH:16][CH2:15]1.C(O[BH-](OC(=O)C)OC(=O)C)(=O)C.[Na+], predict the reaction product. The product is: [C:1]([O:5][C:6]([N:8]1[CH2:11][CH:10]([N:16]2[CH2:17][C:14]([OH:18])([CH3:13])[CH2:15]2)[CH2:9]1)=[O:7])([CH3:4])([CH3:3])[CH3:2]. (6) Given the reactants C([N:9]=[C:10]=[S:11])(=O)C1C=CC=CC=1.[NH2:12][C@@:13]1([C:30]2[CH:35]=[CH:34][CH:33]=[CH:32][C:31]=2[F:36])[CH2:18][O:17][C@@H:16]([CH2:19][O:20][CH2:21][C:22]2[CH:27]=[CH:26][CH:25]=[CH:24][CH:23]=2)[CH2:15][C@H:14]1[CH2:28]O, predict the reaction product. The product is: [CH2:21]([O:20][CH2:19][C@@H:16]1[O:17][CH2:18][C@@:13]2([C:30]3[CH:35]=[CH:34][CH:33]=[CH:32][C:31]=3[F:36])[C@H:14]([CH2:28][S:11][C:10]([NH2:9])=[N:12]2)[CH2:15]1)[C:22]1[CH:27]=[CH:26][CH:25]=[CH:24][CH:23]=1. (7) Given the reactants Br[C:2]1[N:3]=[C:4]([NH:10][C:11]2[CH:12]=[N:13][N:14]([CH2:16][CH3:17])[CH:15]=2)[C:5](=[O:9])[N:6]([CH3:8])[CH:7]=1.C([O:21][CH2:22][C:23]1[C:28](B2OC(C)(C)C(C)(C)O2)=[CH:27][CH:26]=[CH:25][C:24]=1[N:38]1[CH2:46][C:45]2[C:40](=[CH:41][CH:42]=[C:43]([C:47]([CH3:50])([CH3:49])[CH3:48])[CH:44]=2)[C:39]1=[O:51])(=O)C, predict the reaction product. The product is: [C:47]([C:43]1[CH:44]=[C:45]2[C:40](=[CH:41][CH:42]=1)[C:39](=[O:51])[N:38]([C:24]1[CH:25]=[CH:26][CH:27]=[C:28]([C:2]3[N:3]=[C:4]([NH:10][C:11]4[CH:12]=[N:13][N:14]([CH2:16][CH3:17])[CH:15]=4)[C:5](=[O:9])[N:6]([CH3:8])[CH:7]=3)[C:23]=1[CH2:22][OH:21])[CH2:46]2)([CH3:50])([CH3:48])[CH3:49].